Dataset: Catalyst prediction with 721,799 reactions and 888 catalyst types from USPTO. Task: Predict which catalyst facilitates the given reaction. (1) The catalyst class is: 88. Reactant: [CH2:1]([O:3][C:4]([N:6]1[CH2:12][CH2:11][C:10]2[C:13]([Br:22])=[C:14]([C:16](=O)[C:17]([F:20])([F:19])[F:18])[S:15][C:9]=2[CH2:8][CH2:7]1)=[O:5])[CH3:2].[BH4-].[Na+].Cl[Sn]Cl. Product: [CH2:1]([O:3][C:4]([N:6]1[CH2:12][CH2:11][C:10]2[C:13]([Br:22])=[C:14]([CH2:16][C:17]([F:20])([F:18])[F:19])[S:15][C:9]=2[CH2:8][CH2:7]1)=[O:5])[CH3:2]. (2) Reactant: C([O:8][C:9]1[CH:14]=[CH:13][C:12]([N:15]([CH3:62])[C:16]([C:18]2[CH:19]=[C:20]([C:27]3[CH:28]=[C:29]4[C:34](=[CH:35][C:36]=3[C:37]([N:39]3[C@H:48]([CH3:49])[CH2:47][C:46]5[C:41](=[CH:42][CH:43]=[CH:44][CH:45]=5)[CH2:40]3)=[O:38])[CH2:33][N:32]([C:50]([O:52][C:53]3[CH:58]=[CH:57][C:56]([N+:59]([O-])=O)=[CH:55][CH:54]=3)=[O:51])[CH2:31][CH2:30]4)[N:21]3[C:26]=2[CH2:25][CH2:24][CH2:23][CH2:22]3)=[O:17])=[CH:11][CH:10]=1)C1C=CC=CC=1. Product: [OH:8][C:9]1[CH:10]=[CH:11][C:12]([N:15]([CH3:62])[C:16]([C:18]2[CH:19]=[C:20]([C:27]3[CH:28]=[C:29]4[C:34](=[CH:35][C:36]=3[C:37]([N:39]3[C@H:48]([CH3:49])[CH2:47][C:46]5[C:41](=[CH:42][CH:43]=[CH:44][CH:45]=5)[CH2:40]3)=[O:38])[CH2:33][N:32]([C:50]([O:52][C:53]3[CH:54]=[CH:55][C:56]([NH2:59])=[CH:57][CH:58]=3)=[O:51])[CH2:31][CH2:30]4)[N:21]3[C:26]=2[CH2:25][CH2:24][CH2:23][CH2:22]3)=[O:17])=[CH:13][CH:14]=1. The catalyst class is: 29. (3) Reactant: COC1C=C2C(=CC=1)NN=C2C(NCC1CCN(CC2SC=C(C(O)=O)N=2)CC1)=O.[CH3:31][O:32][C:33]1[CH:34]=[C:35]2[C:39](=[CH:40][CH:41]=1)[NH:38][N:37]=[C:36]2[C:42]([NH:44][CH2:45][CH:46]1[CH2:51][CH2:50][N:49]([CH2:52][C:53]2[O:57][C:56]([C:58]([O:60]CC)=[O:59])=[CH:55][CH:54]=2)[CH2:48][CH2:47]1)=[O:43]. Product: [CH3:31][O:32][C:33]1[CH:34]=[C:35]2[C:39](=[CH:40][CH:41]=1)[NH:38][N:37]=[C:36]2[C:42]([NH:44][CH2:45][CH:46]1[CH2:51][CH2:50][N:49]([CH2:52][C:53]2[O:57][C:56]([C:58]([OH:60])=[O:59])=[CH:55][CH:54]=2)[CH2:48][CH2:47]1)=[O:43]. The catalyst class is: 14. (4) Reactant: [Cl:1][C:2]1[CH:7]=[CH:6][CH:5]=[C:4]([Cl:8])[C:3]=1[CH2:9][S:10]([C:13]1[CH:14]=[C:15]2[C:19](=[CH:20][CH:21]=1)[NH:18][C:17](=[O:22])/[C:16]/2=[CH:23]\[C:24]1[NH:28][C:27]([CH3:29])=[C:26]([C:30](O)=[O:31])[C:25]=1[CH3:33])(=[O:12])=[O:11].C(N(CC)CC)C.CN([P+](ON1N=NC2C=CC=CC1=2)(N(C)C)N(C)C)C.F[P-](F)(F)(F)(F)F.[F:68][CH:69]1[CH2:74][CH2:73][N:72]([CH2:75][CH2:76][NH2:77])[CH2:71][CH2:70]1. Product: [F:68][CH:69]1[CH2:74][CH2:73][N:72]([CH2:75][CH2:76][NH:77][C:30]([C:26]2[C:25]([CH3:33])=[C:24](/[CH:23]=[C:16]3\[C:17](=[O:22])[NH:18][C:19]4[C:15]\3=[CH:14][C:13]([S:10]([CH2:9][C:3]3[C:2]([Cl:1])=[CH:7][CH:6]=[CH:5][C:4]=3[Cl:8])(=[O:11])=[O:12])=[CH:21][CH:20]=4)[NH:28][C:27]=2[CH3:29])=[O:31])[CH2:71][CH2:70]1. The catalyst class is: 3. (5) Reactant: CC(C)([O-])C.[Na+].[C:7]([N:14]1[CH2:19][CH2:18][NH:17][CH2:16][CH2:15]1)([O:9][C:10]([CH3:13])([CH3:12])[CH3:11])=[O:8].Br[C:21]1[CH:26]=[CH:25][C:24]([S:27][CH3:28])=[CH:23][CH:22]=1.C1(P(C2CCCCC2)C2C=CC=CC=2C2C=CC=CC=2N(C)C)CCCCC1. Product: [C:10]([O:9][C:7]([N:14]1[CH2:15][CH2:16][N:17]([C:21]2[CH:26]=[CH:25][C:24]([S:27][CH3:28])=[CH:23][CH:22]=2)[CH2:18][CH2:19]1)=[O:8])([CH3:13])([CH3:12])[CH3:11]. The catalyst class is: 12. (6) Reactant: [C:1]1([O:7][C:8](=[O:20])[NH:9][CH2:10][CH2:11][NH:12]C(OC(C)(C)C)=O)[CH:6]=[CH:5][CH:4]=[CH:3][CH:2]=1.[ClH:21].O1CCOCC1. Product: [ClH:21].[NH2:12][CH2:11][CH2:10][NH:9][C:8](=[O:20])[O:7][C:1]1[CH:2]=[CH:3][CH:4]=[CH:5][CH:6]=1. The catalyst class is: 28.